This data is from Catalyst prediction with 721,799 reactions and 888 catalyst types from USPTO. The task is: Predict which catalyst facilitates the given reaction. Reactant: [CH3:1][C:2]1[C:3]([CH2:8][N:9]([CH2:16][C:17]2[C:22]([CH3:23])=[CH:21][CH:20]=[CH:19][N:18]=2)[CH:10]2[CH2:15][CH2:14][NH:13][CH2:12][CH2:11]2)=[N:4][CH:5]=[CH:6][CH:7]=1.[CH3:24][CH2:25][N:26](CC)CC.Cl.C(=N)(OCC)C. Product: [NH:26]=[C:25]([N:13]1[CH2:14][CH2:15][CH:10]([N:9]([CH2:16][C:17]2[C:22]([CH3:23])=[CH:21][CH:20]=[CH:19][N:18]=2)[CH2:8][C:3]2[C:2]([CH3:1])=[CH:7][CH:6]=[CH:5][N:4]=2)[CH2:11][CH2:12]1)[CH3:24]. The catalyst class is: 5.